From a dataset of CYP2C19 inhibition data for predicting drug metabolism from PubChem BioAssay. Regression/Classification. Given a drug SMILES string, predict its absorption, distribution, metabolism, or excretion properties. Task type varies by dataset: regression for continuous measurements (e.g., permeability, clearance, half-life) or binary classification for categorical outcomes (e.g., BBB penetration, CYP inhibition). Dataset: cyp2c19_veith. (1) The drug is O=C1Oc2ccccc2C2(O)C3CCCCCC3C12. The result is 1 (inhibitor). (2) The drug is O=C(O)c1cc(N=Cc2ccccc2O)cc(C(=O)O)c1. The result is 0 (non-inhibitor). (3) The drug is Cc1ccc(S(=O)(=O)c2cc3ccccc3oc2=Nc2ccc3c(c2)OCO3)cc1. The result is 1 (inhibitor). (4) The drug is CN(C)CCCN1c2ccccc2C(C)(C)c2ccccc21. The result is 0 (non-inhibitor). (5) The drug is COc1ncc2nc(-c3cn(C)c4ccccc34)c(=O)n(-c3ccccc3)c2n1. The result is 0 (non-inhibitor). (6) The drug is CCSC1=C(C#N)C2(CCCCC2)C(C#N)=C(N)N1. The result is 1 (inhibitor).